From a dataset of Experimentally validated miRNA-target interactions with 360,000+ pairs, plus equal number of negative samples. Binary Classification. Given a miRNA mature sequence and a target amino acid sequence, predict their likelihood of interaction. (1) The miRNA is hsa-miR-4679 with sequence UCUGUGAUAGAGAUUCUUUGCU. The protein sequence of the target gene is MGSKTLPAPVPIHPSLQLTNYSFLQAVNGLPTVPSDHLPNLYGFSALHAVHLHQWTLGYPAMHLPRSSFSKVPGTVSSLVDARFQLPAFPWFPHVIQPKPEITAGGSVPALKTKPRFDFANLALAATQEDPAKLGRGEGPGSPAGGLGALLDVTKLSPEKKPTRGRLPSKTKKEFVCKFCGRHFTKSYNLLIHERTHTDERPYTCDICHKAFRRQDHLRDHRYIHSKEKPFKCQECGKGFCQSRTLAVHKTLHSQVKELKTSKIKC. Result: 0 (no interaction). (2) The miRNA is rno-miR-351-3p with sequence GGUCAAGAGGCGCCUGGGAAC. The protein sequence of the target gene is MATSIGVSFSVGDGVPEAEKNAGEPENTYILRPVFQQRFRPSVVKDCIHAVLKEELANAEYSPEEMPQLTKHLSENIKDKLKEMGFDRYKMVVQVVIGEQRGEGVFMASRCFWDADTDNYTHDVFMNDSLFCVVAAFGCFYY. Result: 0 (no interaction). (3) The miRNA is hsa-miR-4307 with sequence AAUGUUUUUUCCUGUUUCC. The protein sequence of the target gene is MTTFKEAVTFKDVAVFFTEEELGLLDPAQRKLYQDVMLENFTNLLSVGHQPFHPFHFLREEKFWMMETATQREGNSGGKTIAEAGPHEDCPCQQIWEQTASDLTQSQDSIINNSHFFEQGDVPSQVEAGLSIIHTGQKPSQNGKCKQSFSDVAIFDPPQQFHSGEKSHTCNECGKSFCYISALRIHQRVHLREKLSKCDMRGKEFSQSSCLQTRERVHTGEKPFKCEQCGKGFRCRAILQVHCKLHTGEKPYICEKCGRAFIHDFQLQKHQIIHTGEKPFKCEICGKSFCLRSSLNRHCM.... Result: 0 (no interaction). (4) The miRNA is hsa-miR-4661-3p with sequence CAGGAUCCACAGAGCUAGUCCA. The protein sequence of the target gene is MRRLLLVTSLVVVLLWEAGAVPAPKVPIKMQVKHWPSEQDPEKAWGARVVEPPEKDDQLVVLFPVQKPKLLTTEEKPRGQGRGPILPGTKAWMETEDTLGHVLSPEPDHDSLYHPPPEEDQGEERPRLWVMPNHQVLLGPEEDQDHIYHPQ. Result: 0 (no interaction). (5) The miRNA is mmu-miR-344c-3p with sequence UGAUCUAGUCAAAGCCUGACAGU. The protein sequence of the target gene is MAKKYDFLFKLLLIGDSGVGKTCLIIRFAEDNFNSTYISTIGIDFKVKTIEVEGKKVKLQVWDTAGQERFKTITTAYYRGAMGIILVYDITDEKSYENIQNWMKSIKENASAGVSRMLLGNKCDIEAKRKVSKETGEKLAKEHGIRFFETSAKSSINVEESFTSLARDILLKSNKKPGPSGREVKLTSTEKKSSSKCLLL. Result: 0 (no interaction). (6) The miRNA is mmu-miR-1896 with sequence CUCUCUGAUGGUGGGUGAGGAG. The protein sequence of the target gene is MRVAALISGGKDSCYNMMQCIAEGHQIVALANLRPDENQVESDELDSYMYQTVGHHAIDLYAEAMALPLYRRAIRGRSLETGRVYTQCEGDEVEDLYELLKLVKEKEEIEGVSVGAILSDYQRGRVENVCKRLNLQPLAYLWQRNQEDLLREMIASNIKAIIIKVAALGLDPDKHLGKTLVEMEPYLLELSKKYGVHVCGEGGEYETFTLDCPLFKKKIVVDSSEAVMHSADAFAPVAYLRLSRLHLEEKVSSVPADDETANSIHSS. Result: 1 (interaction).